From a dataset of Full USPTO retrosynthesis dataset with 1.9M reactions from patents (1976-2016). Predict the reactants needed to synthesize the given product. (1) Given the product [Cl:1][C:2]1[CH:31]=[CH:30][C:5]2[N:6]([C:22]3[CH:23]=[N:24][C:25]([OH:28])=[CH:26][CH:27]=3)[C:7]([CH2:9][N:10]3[C:14]4=[CH:15][N:16]=[CH:17][CH:18]=[C:13]4[C:12]4([CH2:19][CH2:20]4)[C:11]3=[O:21])=[N:8][C:4]=2[CH:3]=1, predict the reactants needed to synthesize it. The reactants are: [Cl:1][C:2]1[CH:31]=[CH:30][C:5]2[N:6]([C:22]3[CH:23]=[N:24][C:25]([O:28]C)=[CH:26][CH:27]=3)[C:7]([CH2:9][N:10]3[C:14]4=[CH:15][N:16]=[CH:17][CH:18]=[C:13]4[C:12]4([CH2:20][CH2:19]4)[C:11]3=[O:21])=[N:8][C:4]=2[CH:3]=1.B(Br)(Br)Br. (2) Given the product [CH3:55][O:56][C:57]([C:31]1[CH:32]=[N:33][C:11]2[NH:10][C:14]3[CH:15]=[N:16][C:17]([C:28]#[N:29])=[C:18]([O:19][CH:20]4[CH2:25][CH2:24][N:23]([CH2:26][CH3:27])[CH2:22][CH2:21]4)[C:13]=3[C:12]=2[CH:30]=1)=[O:70], predict the reactants needed to synthesize it. The reactants are: C1(S([N:10]2[C:14]3[CH:15]=[N:16][C:17]([C:28]#[N:29])=[C:18]([O:19][CH:20]4[CH2:25][CH2:24][N:23]([CH2:26][CH3:27])[CH2:22][CH2:21]4)[C:13]=3[C:12]3[CH:30]=[C:31](Br)[CH:32]=[N:33][C:11]2=3)(=O)=O)C=CC=CC=1.F[B-](F)(F)F.C([PH+](C(C)(C)C)C(C)(C)C)(C)(C)C.O1C[CH2:57][O:56][CH2:55]C1.N12CCCN=C1CCCCC2.[OH2:70]. (3) Given the product [C:1]([C:3]1[C:4]([N:18]2[CH2:21][CH:20]([C:22]([NH:36][S:33]([CH2:32][C:29]3[CH:30]=[CH:31][C:26]([CH3:25])=[CH:27][CH:28]=3)(=[O:34])=[O:35])=[O:23])[CH2:19]2)=[N:5][C:6]([C:14]([F:15])([F:16])[F:17])=[C:7]([CH:8]=1)[C:9]([O:11][CH2:12][CH3:13])=[O:10])#[N:2], predict the reactants needed to synthesize it. The reactants are: [C:1]([C:3]1[C:4]([N:18]2[CH2:21][CH:20]([C:22](O)=[O:23])[CH2:19]2)=[N:5][C:6]([C:14]([F:17])([F:16])[F:15])=[C:7]([C:9]([O:11][CH2:12][CH3:13])=[O:10])[CH:8]=1)#[N:2].[CH3:25][C:26]1[CH:31]=[CH:30][C:29]([CH2:32][S:33]([NH2:36])(=[O:35])=[O:34])=[CH:28][CH:27]=1. (4) Given the product [CH3:1][Si:2]1([C:27]2[CH:32]=[CH:31][CH:30]=[CH:29][CH:28]=2)[CH2:3][CH2:4][N:5]([C:8]2[CH:9]=[CH:10][C:11]([N:14]3[C:23]4[C:18](=[CH:19][CH:20]=[CH:21][CH:22]=4)[NH:17][CH2:16][CH2:15]3)=[N:12][CH:13]=2)[CH2:6][CH2:7]1, predict the reactants needed to synthesize it. The reactants are: [CH3:1][Si:2]1([C:27]2[CH:32]=[CH:31][CH:30]=[CH:29][CH:28]=2)[CH2:7][CH2:6][N:5]([C:8]2[CH:9]=[CH:10][C:11]([N:14]3[C:23]4[C:18](=[CH:19][CH:20]=[CH:21][CH:22]=4)[N:17](C(O)=O)[CH2:16][CH2:15]3)=[N:12][CH:13]=2)[CH2:4][CH2:3]1.Cl. (5) The reactants are: Cl.[C:2]([C:4]1([NH:7][C:8]([C@@H:10]2[CH2:14][C@@H:13]([S:15]([C:18]3[CH:23]=[CH:22][CH:21]=[CH:20][C:19]=3[Cl:24])(=[O:17])=[O:16])[CH2:12][NH:11]2)=[O:9])[CH2:6][CH2:5]1)#[N:3].C(N(CC)C(C)C)(C)C.[F:34][C:35]([F:46])([F:45])[C:36](O[C:36](=[O:37])[C:35]([F:46])([F:45])[F:34])=[O:37]. Given the product [C:2]([C:4]1([NH:7][C:8]([C@@H:10]2[CH2:14][C@@H:13]([S:15]([C:18]3[CH:23]=[CH:22][CH:21]=[CH:20][C:19]=3[Cl:24])(=[O:17])=[O:16])[CH2:12][N:11]2[C:36](=[O:37])[C:35]([F:46])([F:45])[F:34])=[O:9])[CH2:6][CH2:5]1)#[N:3], predict the reactants needed to synthesize it. (6) The reactants are: [Br:1][C:2]1[CH:7]=[CH:6][N:5]=[C:4](F)[CH:3]=1.[NH2:9][NH2:10].[OH-].[Na+]. Given the product [Br:1][C:2]1[CH:7]=[CH:6][N:5]=[C:4]([NH:9][NH2:10])[CH:3]=1, predict the reactants needed to synthesize it. (7) Given the product [F:11][C:12]1[C:17]([O:18][C:19](=[O:20])[NH:9][C:7]2[CH:6]=[C:5]([CH3:10])[N:4]=[C:3]([CH2:1][CH3:2])[CH:8]=2)=[C:16]([F:33])[C:15]([F:34])=[C:14]([F:35])[C:13]=1[F:36], predict the reactants needed to synthesize it. The reactants are: [CH2:1]([C:3]1[CH:8]=[C:7]([NH2:9])[CH:6]=[C:5]([CH3:10])[N:4]=1)[CH3:2].[F:11][C:12]1[C:17]([O:18][C:19](=O)[O:20]C2C(F)=C(F)C(F)=C(F)C=2F)=[C:16]([F:33])[C:15]([F:34])=[C:14]([F:35])[C:13]=1[F:36]. (8) The reactants are: CN1CCC(=C)CC1.BrC1C=C(NC(=O)C)C=C(C(F)(F)F)C=1.[N:24]1([CH2:30][CH2:31][CH2:32][C:33]2[CH:34]=[C:35]([NH:43][C:44](=[O:46])[CH3:45])[CH:36]=[C:37]([C:39]([F:42])([F:41])[F:40])[CH:38]=2)[CH2:29]CC[CH2:26][CH2:25]1. Given the product [CH3:29][N:24]1[CH2:25][CH2:26][CH:32]([C:33]2[CH:34]=[C:35]([NH:43][C:44](=[O:46])[CH3:45])[CH:36]=[C:37]([C:39]([F:40])([F:41])[F:42])[CH:38]=2)[CH2:31][CH2:30]1, predict the reactants needed to synthesize it. (9) Given the product [CH2:13]([O:12][C:11]([NH:10][C@H:8]([C:7]1[N:6]=[C:5]2[CH:21]=[CH:22][N:23]([CH3:24])[C:4]2=[CH:3][C:2]=1[C:37]1[CH2:36][N:35]([C:38]([O:40][C:41]([CH3:44])([CH3:43])[CH3:42])=[O:39])[CH2:34][CH:33]=1)[CH3:9])=[O:20])[C:14]1[CH:19]=[CH:18][CH:17]=[CH:16][CH:15]=1, predict the reactants needed to synthesize it. The reactants are: Br[C:2]1[CH:3]=[C:4]2[N:23]([CH3:24])[CH:22]=[CH:21][C:5]2=[N:6][C:7]=1[C@@H:8]([NH:10][C:11](=[O:20])[O:12][CH2:13][C:14]1[CH:19]=[CH:18][CH:17]=[CH:16][CH:15]=1)[CH3:9].CC1(C)C(C)(C)OB([C:33]2[CH2:34][N:35]([C:38]([O:40][C:41]([CH3:44])([CH3:43])[CH3:42])=[O:39])[CH2:36][CH:37]=2)O1.C([O-])([O-])=O.[K+].[K+].